This data is from Full USPTO retrosynthesis dataset with 1.9M reactions from patents (1976-2016). The task is: Predict the reactants needed to synthesize the given product. (1) Given the product [OH:24][C:11]1([C:8]2[CH:9]=[CH:10][C:5]([O:4][CH2:3][CH2:2][NH:1][S:18]([CH3:21])(=[O:20])=[O:19])=[CH:6][CH:7]=2)[CH2:16][CH2:15][CH2:14][CH2:13][CH:12]1[NH:17][S:18]([CH:21]([CH3:22])[CH3:23])(=[O:20])=[O:19], predict the reactants needed to synthesize it. The reactants are: [NH2:1][CH2:2][CH2:3][O:4][C:5]1[CH:10]=[CH:9][C:8]([C:11]2([OH:24])[CH2:16][CH2:15][CH2:14][CH2:13][CH:12]2[NH:17][S:18]([CH:21]([CH3:23])[CH3:22])(=[O:20])=[O:19])=[CH:7][CH:6]=1.C1CCN2C(=NCCC2)CC1. (2) Given the product [C:1]([O:5][C:6]([CH:8]1[CH2:13][CH2:12][N:11]([C:14]2[C:24]([Cl:26])=[CH:23][C:17]([C:18]([O:20][CH2:21][CH3:22])=[O:19])=[C:16]([Cl:25])[N:15]=2)[CH2:10][CH2:9]1)=[O:7])([CH3:2])([CH3:3])[CH3:4], predict the reactants needed to synthesize it. The reactants are: [C:1]([O:5][C:6]([CH:8]1[CH2:13][CH2:12][N:11]([C:14]2[CH:24]=[CH:23][C:17]([C:18]([O:20][CH2:21][CH3:22])=[O:19])=[C:16]([Cl:25])[N:15]=2)[CH2:10][CH2:9]1)=[O:7])([CH3:4])([CH3:3])[CH3:2].[Cl:26]N1C(=O)CCC1=O.